The task is: Predict the reactants needed to synthesize the given product.. This data is from Full USPTO retrosynthesis dataset with 1.9M reactions from patents (1976-2016). Given the product [CH:21]1([CH2:20][NH:19][C:13](=[O:17])[C:14]([C:8]2[C:7]3[CH:6]=[C:5]4[O:1][CH2:2][O:3][C:4]4=[CH:12][C:11]=3[NH:10][CH:9]=2)=[O:15])[CH2:23][CH2:22]1, predict the reactants needed to synthesize it. The reactants are: [O:1]1[C:5]2=[CH:6][C:7]3[CH:8]=[CH:9][NH:10][C:11]=3[CH:12]=[C:4]2[O:3][CH2:2]1.[C:13](Cl)(=[O:17])[C:14](Cl)=[O:15].[NH2:19][CH2:20][CH:21]1[CH2:23][CH2:22]1.